This data is from Full USPTO retrosynthesis dataset with 1.9M reactions from patents (1976-2016). The task is: Predict the reactants needed to synthesize the given product. (1) Given the product [O:1]=[C:2]1[CH:6]=[CH:5][C:4](=[O:7])[N:3]1[CH2:8][CH2:9][CH2:10][CH2:11][CH2:12][C:13]([NH:15][C@H:16]([C:20]([NH:22][C@H:23]([C:31]([NH:33][C:34]1[CH:35]=[CH:36][C:37]([CH2:40][O:41][C:42]([N:44]2[CH2:45][CH2:46][N:47]([C:92]([C@@:51]3([OH:50])[CH2:68][C@H:67]([O:69][C@@H:70]4[O:84][C@@H:83]([CH3:85])[C@H:73]5[O:74][C@H:75]6[N:80]([C@H:72]5[CH2:71]4)[CH2:79][CH2:78][O:77][C@@H:76]6[O:81][CH3:82])[C:66]4[C:53](=[C:54]([OH:91])[C:55]5[C:56](=[O:90])[C:57]6[C:62]([C:63](=[O:87])[C:64]=5[C:65]=4[OH:86])=[C:61]([O:88][CH3:89])[CH:60]=[CH:59][CH:58]=6)[CH2:52]3)=[O:93])[CH2:48][CH2:49]2)=[O:43])=[CH:38][CH:39]=1)=[O:32])[CH2:24][CH2:25][CH2:26][NH:27][C:28](=[O:30])[NH2:29])=[O:21])[CH:17]([CH3:19])[CH3:18])=[O:14], predict the reactants needed to synthesize it. The reactants are: [O:1]=[C:2]1[CH:6]=[CH:5][C:4](=[O:7])[N:3]1[CH2:8][CH2:9][CH2:10][CH2:11][CH2:12][C:13]([NH:15][C@H:16]([C:20]([NH:22][C@H:23]([C:31]([NH:33][C:34]1[CH:39]=[CH:38][C:37]([CH2:40][O:41][C:42]([N:44]2[CH2:49][CH2:48][NH:47][CH2:46][CH2:45]2)=[O:43])=[CH:36][CH:35]=1)=[O:32])[CH2:24][CH2:25][CH2:26][NH:27][C:28](=[O:30])[NH2:29])=[O:21])[CH:17]([CH3:19])[CH3:18])=[O:14].[OH:50][C@:51]1([C:92](O)=[O:93])[CH2:68][C@H:67]([O:69][C@@H:70]2[O:84][C@@H:83]([CH3:85])[C@H:73]3[O:74][C@H:75]4[N:80]([C@H:72]3[CH2:71]2)[CH2:79][CH2:78][O:77][C@@H:76]4[O:81][CH3:82])[C:66]2[C:53](=[C:54]([OH:91])[C:55]3[C:56](=[O:90])[C:57]4[C:62]([C:63](=[O:87])[C:64]=3[C:65]=2[OH:86])=[C:61]([O:88][CH3:89])[CH:60]=[CH:59][CH:58]=4)[CH2:52]1.CN(C(ON1N=NC2C=CC=CC1=2)=[N+](C)C)C.[B-](F)(F)(F)F.C(N(CC)CC)C. (2) Given the product [CH3:15][N:16]([CH3:20])[C:17]1[O:18][CH:2]=[C:3]([C:5]2[C:14]3[C:9](=[CH:10][CH:11]=[CH:12][CH:13]=3)[CH:8]=[CH:7][CH:6]=2)[N:19]=1, predict the reactants needed to synthesize it. The reactants are: Br[CH2:2][C:3]([C:5]1[C:14]2[C:9](=[CH:10][CH:11]=[CH:12][CH:13]=2)[CH:8]=[CH:7][CH:6]=1)=O.[CH3:15][N:16]([CH3:20])[C:17]([NH2:19])=[O:18].C(OCC)(=O)C. (3) Given the product [CH3:37][C@@H:38]1[CH2:42][CH2:41][C@@H:40]([CH3:43])[N:39]1[CH2:7][CH2:8][CH2:9][S:10]([N:13]1[CH2:18][CH2:17][CH:16]([C:19]2[C:27]3[C:22](=[C:23]([C:34]([NH2:36])=[O:35])[CH:24]=[C:25]([C:28]4[CH:33]=[CH:32][CH:31]=[CH:30][CH:29]=4)[CH:26]=3)[NH:21][CH:20]=2)[CH2:15][CH2:14]1)(=[O:12])=[O:11], predict the reactants needed to synthesize it. The reactants are: NS(N)(=O)=O.Cl[CH2:7][CH2:8][CH2:9][S:10]([N:13]1[CH2:18][CH2:17][CH:16]([C:19]2[C:27]3[C:22](=[C:23]([C:34]([NH2:36])=[O:35])[CH:24]=[C:25]([C:28]4[CH:33]=[CH:32][CH:31]=[CH:30][CH:29]=4)[CH:26]=3)[NH:21][CH:20]=2)[CH2:15][CH2:14]1)(=[O:12])=[O:11].[CH3:37][C@@H:38]1[CH2:42][CH2:41][C@@H:40]([CH3:43])[NH:39]1.C([O-])([O-])=O.[K+].[K+].[Na+].[I-]. (4) Given the product [CH3:1][O:2][C:3]1[C:11]([C:12]([F:15])([F:14])[F:13])=[CH:10][C:6]([C:7]([Cl:27])=[O:8])=[CH:5][C:4]=1[S:16][CH3:17], predict the reactants needed to synthesize it. The reactants are: [CH3:1][O:2][C:3]1[C:11]([C:12]([F:15])([F:14])[F:13])=[CH:10][C:6]([C:7](O)=[O:8])=[CH:5][C:4]=1[S:16][CH3:17].C1(C)C=CC=CC=1.S(Cl)([Cl:27])=O. (5) Given the product [Cl:8][CH2:9][CH2:10][C:11]([S:1][CH2:2][CH:3]1[CH2:7][S:6][CH2:5][S:4]1)=[O:12], predict the reactants needed to synthesize it. The reactants are: [SH:1][CH2:2][CH:3]1[CH2:7][S:6][CH2:5][S:4]1.[Cl:8][CH2:9][CH2:10][C:11](Cl)=[O:12]. (6) Given the product [F:4][C:5]1[CH:10]=[CH:9][C:8]([C@@H:11]2[C@@H:16]([N:17]([C:19](=[O:37])[C:20]([C:23]3[CH:24]=[C:25]([C:33]([F:34])([F:35])[F:36])[CH:26]=[C:27]([C:29]([F:30])([F:31])[F:32])[CH:28]=3)([CH3:22])[CH3:21])[CH3:18])[CH2:15][CH2:14][N:13]([C:45]([N:39]3[CH2:44][CH2:43][O:42][CH2:41][CH2:40]3)=[O:46])[CH2:12]2)=[C:7]([CH3:38])[CH:6]=1, predict the reactants needed to synthesize it. The reactants are: ClCCl.[F:4][C:5]1[CH:10]=[CH:9][C:8]([C@@H:11]2[C@@H:16]([N:17]([C:19](=[O:37])[C:20]([C:23]3[CH:28]=[C:27]([C:29]([F:32])([F:31])[F:30])[CH:26]=[C:25]([C:33]([F:36])([F:35])[F:34])[CH:24]=3)([CH3:22])[CH3:21])[CH3:18])[CH2:15][CH2:14][NH:13][CH2:12]2)=[C:7]([CH3:38])[CH:6]=1.[N:39]1([C:45](Cl)=[O:46])[CH2:44][CH2:43][O:42][CH2:41][CH2:40]1.C(N(CC)CC)C. (7) Given the product [C:1]1([CH3:11])[CH:6]=[CH:5][C:4]([S:7]([O:25][CH2:24][C@@H:22]2[CH2:21][O:20][C:19]3[CH:26]=[CH:27][C:16]4[S:15][CH:14]=[C:13]([Cl:12])[C:17]=4[C:18]=3[O:23]2)(=[O:9])=[O:8])=[CH:3][CH:2]=1, predict the reactants needed to synthesize it. The reactants are: [C:1]1([CH3:11])[CH:6]=[CH:5][C:4]([S:7](Cl)(=[O:9])=[O:8])=[CH:3][CH:2]=1.[Cl:12][C:13]1[C:17]2[C:18]3[O:23][C@@H:22]([CH2:24][OH:25])[CH2:21][O:20][C:19]=3[CH:26]=[CH:27][C:16]=2[S:15][CH:14]=1.O.